Dataset: Peptide-MHC class II binding affinity with 134,281 pairs from IEDB. Task: Regression. Given a peptide amino acid sequence and an MHC pseudo amino acid sequence, predict their binding affinity value. This is MHC class II binding data. (1) The peptide sequence is VADAYITLVTLPKSS. The MHC is DRB1_1302 with pseudo-sequence DRB1_1302. The binding affinity (normalized) is 0.210. (2) The binding affinity (normalized) is 0.0733. The MHC is HLA-DPA10103-DPB10601 with pseudo-sequence HLA-DPA10103-DPB10601. The peptide sequence is AAATAGTTVYGATAA. (3) The peptide sequence is VIIHGLHLYGCSTSV. The MHC is DRB3_0202 with pseudo-sequence DRB3_0202. The binding affinity (normalized) is 0.216. (4) The peptide sequence is GATDVDGMAWFTPVG. The MHC is HLA-DPA10201-DPB10501 with pseudo-sequence HLA-DPA10201-DPB10501. The binding affinity (normalized) is 0.156.